This data is from Full USPTO retrosynthesis dataset with 1.9M reactions from patents (1976-2016). The task is: Predict the reactants needed to synthesize the given product. (1) Given the product [Cl:54][C:55]1[C:61]([O:62][CH3:63])=[CH:60][C:58]([NH:59][C:2]2[C:11]3[C:6](=[CH:7][C:8]4[CH:15]=[C:14]([O:16][CH2:17][CH2:18][Cl:19])[C:13]([O:20][CH3:21])=[CH:12][C:9]=4[CH:10]=3)[N:5]=[CH:4][C:3]=2[C:22]#[N:23])=[C:57]([CH3:64])[CH:56]=1, predict the reactants needed to synthesize it. The reactants are: Cl[C:2]1[C:11]2[C:6](=[CH:7][C:8]3[CH:15]=[C:14]([O:16][CH2:17][CH2:18][Cl:19])[C:13]([O:20][CH3:21])=[CH:12][C:9]=3[CH:10]=2)[N:5]=[CH:4][C:3]=1[C:22]#[N:23].ClC1C2C(=CC3C=C(OC)C(OCCCl)=CC=3C=2)N=CC=1C#N.Cl.N1C=CC=CC=1.[Cl:54][C:55]1[C:61]([O:62][CH3:63])=[CH:60][C:58]([NH2:59])=[C:57]([CH3:64])[CH:56]=1.C(OCCO)C. (2) Given the product [CH:15]1[CH:16]=[CH:17][C:12](/[CH:9]=[CH:10]/[C:1]([C:2]2[CH:7]=[CH:6][CH:5]=[CH:4][CH:3]=2)=[O:8])=[CH:13][CH:14]=1, predict the reactants needed to synthesize it. The reactants are: [CH:1](=[O:8])[C:2]1[CH:7]=[CH:6][CH:5]=[CH:4][CH:3]=1.[C:9]([C:12]1[CH:17]=[CH:16][CH:15]=[CH:14][CH:13]=1)(=O)[CH3:10]. (3) Given the product [OH2:5].[ClH:1].[NH2:2][CH2:3][C:4]([N:6]1[CH2:10][C@H:9]([NH:11][C:12](=[O:19])[C:13]2[CH:14]=[CH:15][CH:16]=[CH:17][CH:18]=2)[CH2:8][C@H:7]1[C:20]([OH:22])=[O:21])=[O:5], predict the reactants needed to synthesize it. The reactants are: [ClH:1].[NH2:2][CH2:3][C:4]([N:6]1[CH2:10][C@H:9]([NH:11][C:12](=[O:19])[C:13]2[CH:18]=[CH:17][CH:16]=[CH:15][CH:14]=2)[CH2:8][C@H:7]1[C:20]([OH:22])=[O:21])=[O:5]. (4) Given the product [NH2:1][C@H:2]([C:5]([C:7]([O:9][CH2:10][C:11]1[CH:16]=[CH:15][CH:14]=[CH:13][CH:12]=1)=[O:8])=[O:6])[CH2:3][NH2:4], predict the reactants needed to synthesize it. The reactants are: [NH:1](C(OCC1C2C(=CC=CC=2)C2C1=CC=CC=2)=O)[C@H:2]([C:5]([C:7]([O:9][CH2:10][C:11]1[CH:16]=[CH:15][CH:14]=[CH:13][CH:12]=1)=[O:8])=[O:6])[CH2:3][NH2:4].C(NCC)C. (5) Given the product [CH2:1]([O:3][C:4]([C:6]1[N:7]=[C:8]([C:18]#[N:19])[C:9]2[C:14]([C:15]=1[OH:16])=[CH:13][CH:12]=[C:11]([NH:30][C:28]([NH:27][CH2:20][C:21]1[CH:26]=[CH:25][CH:24]=[CH:23][CH:22]=1)=[O:29])[CH:10]=2)=[O:5])[CH3:2], predict the reactants needed to synthesize it. The reactants are: [CH2:1]([O:3][C:4]([C:6]1[N:7]=[C:8]([C:18]#[N:19])[C:9]2[C:14]([C:15]=1[OH:16])=[CH:13][CH:12]=[C:11](Br)[CH:10]=2)=[O:5])[CH3:2].[CH2:20]([NH:27][C:28]([NH2:30])=[O:29])[C:21]1[CH:26]=[CH:25][CH:24]=[CH:23][CH:22]=1.